This data is from Catalyst prediction with 721,799 reactions and 888 catalyst types from USPTO. The task is: Predict which catalyst facilitates the given reaction. (1) Reactant: Cl[C:2]1[C:11]2[CH2:10][N:9]([CH2:12][CH3:13])[C:8](=[O:14])[NH:7][C:6]=2[N:5]=[CH:4][CH:3]=1.[F:15][C:16]1[CH:21]=[CH:20][C:19]([N:22]2[C:26]3=[N:27][CH:28]=[C:29]([C:31]4[CH:36]=[CH:35][C:34]([OH:37])=[CH:33][CH:32]=4)[CH:30]=[C:25]3[CH:24]=[CH:23]2)=[CH:18][CH:17]=1.C(=O)([O-])[O-].[Cs+].[Cs+]. Product: [CH2:12]([N:9]1[CH2:10][C:11]2[C:2]([O:37][C:34]3[CH:33]=[CH:32][C:31]([C:29]4[CH:30]=[C:25]5[CH:24]=[CH:23][N:22]([C:19]6[CH:20]=[CH:21][C:16]([F:15])=[CH:17][CH:18]=6)[C:26]5=[N:27][CH:28]=4)=[CH:36][CH:35]=3)=[CH:3][CH:4]=[N:5][C:6]=2[NH:7][C:8]1=[O:14])[CH3:13]. The catalyst class is: 3. (2) Reactant: Cl[C:2]1[C:11]2[C:6](=[CH:7][C:8]([O:14][CH3:15])=[C:9]([O:12][CH3:13])[CH:10]=2)[N:5]=[CH:4][CH:3]=1.[C:16]([O:25][CH:26]([CH3:28])[CH3:27])(=[O:24])[C:17]1[C:18](=[CH:20][CH:21]=[CH:22][CH:23]=1)[OH:19]. Product: [CH3:13][O:12][C:9]1[CH:10]=[C:11]2[C:6](=[CH:7][C:8]=1[O:14][CH3:15])[N:5]=[CH:4][CH:3]=[C:2]2[O:19][C:18]1[CH:20]=[CH:21][CH:22]=[CH:23][C:17]=1[C:16]([O:25][CH:26]([CH3:28])[CH3:27])=[O:24]. The catalyst class is: 420.